The task is: Predict the reaction yield, written as a fraction of the theoretical maximum amount of product (1.0 means a 100% yield; for example, 0.34 means a 34% yield).. This data is from Reaction yield outcomes from USPTO patents with 853,638 reactions. The yield is 0.720. The product is [NH2:7][C@H:8]([C:10]1[N:19]([C@H:20]2[CH2:25][CH2:24][C@H:23]([C:26]#[N:27])[CH2:22][CH2:21]2)[C:13]2[CH:14]=[C:15]([F:18])[CH:16]=[CH:17][C:12]=2[N:11]=1)[CH3:9]. The reactants are C(OC(=O)[NH:7][C@H:8]([C:10](=O)[NH:11][C:12]1[CH:17]=[CH:16][C:15]([F:18])=[CH:14][C:13]=1[NH:19][C@H:20]1[CH2:25][CH2:24][C@H:23]([C:26]#[N:27])[CH2:22][CH2:21]1)[CH3:9])(C)(C)C. The catalyst is CC(O)=O.